From a dataset of Forward reaction prediction with 1.9M reactions from USPTO patents (1976-2016). Predict the product of the given reaction. (1) Given the reactants Cl.[CH:2]1([C:8]2[CH:15]=[CH:14][C:11]([CH2:12]Cl)=[CH:10][C:9]=2[N:16]([CH3:18])[CH3:17])[CH2:7][CH2:6][CH2:5][CH2:4][CH2:3]1.C(=O)([O-])[O-].[K+].[K+].[C:25]([O:29][C:30](=[O:54])[CH2:31][CH2:32][N:33]([CH2:41][C:42](=[O:53])[N:43]1[C:51]2[C:46](=[CH:47][C:48]([OH:52])=[CH:49][CH:50]=2)[CH2:45][CH2:44]1)[C:34]([O:36][C:37]([CH3:40])([CH3:39])[CH3:38])=[O:35])([CH3:28])([CH3:27])[CH3:26], predict the reaction product. The product is: [C:25]([O:29][C:30](=[O:54])[CH2:31][CH2:32][N:33]([C:34]([O:36][C:37]([CH3:40])([CH3:39])[CH3:38])=[O:35])[CH2:41][C:42]([N:43]1[C:51]2[C:46](=[CH:47][C:48]([O:52][CH2:12][C:11]3[CH:14]=[CH:15][C:8]([CH:2]4[CH2:7][CH2:6][CH2:5][CH2:4][CH2:3]4)=[C:9]([N:16]([CH3:18])[CH3:17])[CH:10]=3)=[CH:49][CH:50]=2)[CH2:45][CH2:44]1)=[O:53])([CH3:28])([CH3:27])[CH3:26]. (2) The product is: [CH:1]1([CH2:4][CH2:5][O:6][C:7]2[CH:8]=[CH:9][C:10]([C:11]([NH:13][CH2:14][C:15]([OH:17])=[O:16])=[O:12])=[CH:18][CH:19]=2)[CH2:3][CH2:2][CH2:22][CH2:21]1. Given the reactants [CH:1]1([CH2:4][CH2:5][O:6][C:7]2[CH:19]=[CH:18][C:10]([C:11]([NH:13][CH2:14][C:15]([OH:17])=[O:16])=[O:12])=[CH:9][CH:8]=2)[CH2:3][CH2:2]1.O[C:21]1C=CC(C(OC)=O)=C[CH:22]=1.C1(CCO)CCCC1, predict the reaction product. (3) Given the reactants [CH3:1][O:2][C:3](=[O:20])[C:4]1[CH:9]=[CH:8][C:7]([N:10]=[CH:11][C:12]2[CH:17]=[CH:16][CH:15]=[C:14]([Br:18])[CH:13]=2)=[C:6]([Cl:19])[CH:5]=1.O.[O-]S(C(F)(F)F)(=O)=O.[Yb+3].[O-]S(C(F)(F)F)(=O)=O.[O-]S(C(F)(F)F)(=O)=O.[CH:47](=[O:51])[CH:48]([CH3:50])[CH3:49].O, predict the reaction product. The product is: [CH3:1][O:2][C:3]([C:4]1[CH:9]=[C:8]2[C:7](=[C:6]([Cl:19])[CH:5]=1)[NH:10][CH:11]([C:12]1[CH:17]=[CH:16][CH:15]=[C:14]([Br:18])[CH:13]=1)[C:48]([CH3:50])([CH3:49])[CH:47]2[OH:51])=[O:20]. (4) Given the reactants [CH:1]([N:4](C(C)C)[CH2:5]C)(C)C.CNC.[N+:13]([C:16]1[CH:21]=[CH:20][C:19]([S:22]([N:25]2[CH2:30][CH2:29][CH:28]([C:31](Cl)=[O:32])[CH2:27][CH2:26]2)(=[O:24])=[O:23])=[CH:18][CH:17]=1)([O-:15])=[O:14], predict the reaction product. The product is: [CH3:1][N:4]([CH3:5])[C:31]([CH:28]1[CH2:29][CH2:30][N:25]([S:22]([C:19]2[CH:20]=[CH:21][C:16]([N+:13]([O-:15])=[O:14])=[CH:17][CH:18]=2)(=[O:24])=[O:23])[CH2:26][CH2:27]1)=[O:32]. (5) Given the reactants [NH2:1][CH:2]([C:11]1[C:16]([O:17][CH3:18])=[CH:15][CH:14]=[CH:13][C:12]=1[F:19])[CH2:3][CH:4]([CH3:10])[C:5]([O:7]CC)=O.[F:20][C:21]([F:32])([F:31])[O:22][C:23]1[CH:30]=[CH:29][C:26]([CH:27]=O)=[CH:25][CH:24]=1, predict the reaction product. The product is: [F:19][C:12]1[CH:13]=[CH:14][CH:15]=[C:16]([O:17][CH3:18])[C:11]=1[CH:2]1[N:1]([CH2:27][C:26]2[CH:29]=[CH:30][C:23]([O:22][C:21]([F:20])([F:31])[F:32])=[CH:24][CH:25]=2)[C:5](=[O:7])[CH:4]([CH3:10])[CH2:3]1. (6) Given the reactants [Cl:1][C:2]1[C:7]([NH2:8])=[C:6]([Cl:9])[N:5]=[CH:4][N:3]=1.[C:10]1([CH2:16][C:17](Cl)=[O:18])[CH:15]=[CH:14][CH:13]=[CH:12][CH:11]=1, predict the reaction product. The product is: [Cl:1][C:2]1[C:7]([NH:8][C:17](=[O:18])[CH2:16][C:10]2[CH:15]=[CH:14][CH:13]=[CH:12][CH:11]=2)=[C:6]([Cl:9])[N:5]=[CH:4][N:3]=1. (7) Given the reactants [NH2:1][C:2]([O:4][C:5]1[CH:10]=[CH:9][C:8]([C:11]2[CH2:17][C@H:16]3[N:13]([C:14](=[O:28])[C@@H:15]3[C@H:18]([O:20][Si](CC)(CC)CC)[CH3:19])[C:12]=2[C:29]([O:31][CH2:32][C:33]2[CH:38]=[CH:37][C:36]([N+:39]([O-:41])=[O:40])=[CH:35][CH:34]=2)=[O:30])=[CH:7][CH:6]=1)=[O:3].C(O)(=O)C.[F-].C([N+](CCCC)(CCCC)CCCC)CCC.C1COCC1, predict the reaction product. The product is: [NH2:1][C:2]([O:4][C:5]1[CH:6]=[CH:7][C:8]([C:11]2[CH2:17][C@H:16]3[N:13]([C:14](=[O:28])[C@@H:15]3[C@H:18]([OH:20])[CH3:19])[C:12]=2[C:29]([O:31][CH2:32][C:33]2[CH:34]=[CH:35][C:36]([N+:39]([O-:41])=[O:40])=[CH:37][CH:38]=2)=[O:30])=[CH:9][CH:10]=1)=[O:3].